This data is from Reaction yield outcomes from USPTO patents with 853,638 reactions. The task is: Predict the reaction yield, written as a fraction of the theoretical maximum amount of product (1.0 means a 100% yield; for example, 0.34 means a 34% yield). (1) The reactants are [CH3:1][C:2]1[CH:3]=[C:4]([CH:8]=[C:9]([N+:14]([O-:16])=[O:15])[C:10]=1[N+:11]([O-:13])=[O:12])[C:5](O)=[O:6].B.O1CCCC1. The catalyst is O1CCCC1. The product is [CH3:1][C:2]1[CH:3]=[C:4]([CH2:5][OH:6])[CH:8]=[C:9]([N+:14]([O-:16])=[O:15])[C:10]=1[N+:11]([O-:13])=[O:12]. The yield is 0.860. (2) The reactants are C(P(C(C)(C)C)C1C(C)=C(C)C(C)=C(C)C=1C1C(C(C)C)=CC(C(C)C)=CC=1C(C)C)(C)(C)C.C(O)(C)(C)C.O.[NH2:41][C:42]1[N:46]([C:47]2[CH:52]=[C:51]([S:53][CH3:54])[N:50]=[C:49]([CH3:55])[N:48]=2)[N:45]=[C:44]([C:56]([O:58][CH2:59][CH3:60])=[O:57])[CH:43]=1.Br[C:62]1[CH:66]=[CH:65][NH:64][N:63]=1. The catalyst is C1C=CC(/C=C/C(/C=C/C2C=CC=CC=2)=O)=CC=1.C1C=CC(/C=C/C(/C=C/C2C=CC=CC=2)=O)=CC=1.C1C=CC(/C=C/C(/C=C/C2C=CC=CC=2)=O)=CC=1.[Pd].[Pd].CCOC(C)=O. The product is [NH:63]1[CH:62]=[CH:66][C:65]([NH:41][C:42]2[N:46]([C:47]3[CH:52]=[C:51]([S:53][CH3:54])[N:50]=[C:49]([CH3:55])[N:48]=3)[N:45]=[C:44]([C:56]([O:58][CH2:59][CH3:60])=[O:57])[CH:43]=2)=[N:64]1. The yield is 0.579. (3) The reactants are [CH3:1][O:2][C:3]1[CH:4]=[C:5]2[C:10](=[CH:11][CH:12]=1)[N:9]=[C:8]([CH3:13])[CH:7]=[CH:6]2.[Br:14]N1C(=O)CCC1=O. The catalyst is C(#N)C. The product is [Br:14][C:4]1[C:3]([O:2][CH3:1])=[CH:12][CH:11]=[C:10]2[C:5]=1[CH:6]=[CH:7][C:8]([CH3:13])=[N:9]2. The yield is 0.986. (4) The yield is 0.780. The catalyst is C1COCC1.O.CC(C)([P](C(C)(C)C)([Pd][P](C(C)(C)C)(C(C)(C)C)C(C)(C)C)C(C)(C)C)C. The reactants are Br[C:2]1[CH:3]=[CH:4][C:5]([OH:10])=[C:6]([CH:9]=1)[CH:7]=[O:8].[S:11]1[CH:15]=[CH:14][CH:13]=[C:12]1B(O)O.[F-].[K+]. The product is [OH:10][C:5]1[CH:4]=[CH:3][C:2]([C:12]2[S:11][CH:15]=[CH:14][CH:13]=2)=[CH:9][C:6]=1[CH:7]=[O:8]. (5) The reactants are [F:1][C:2]([F:34])([F:33])[CH:3]([C:24]1[CH:29]=[C:28]([Cl:30])[C:27]([Cl:31])=[C:26]([Cl:32])[CH:25]=1)/[CH:4]=[CH:5]/[C:6]1[CH:11]=[CH:10][C:9]([NH:12][N:13]2C(=O)C3C(=CC=CC=3)C2=O)=[CH:8][CH:7]=1.O.NN. The catalyst is CCO. The product is [F:34][C:2]([F:1])([F:33])[CH:3]([C:24]1[CH:25]=[C:26]([Cl:32])[C:27]([Cl:31])=[C:28]([Cl:30])[CH:29]=1)/[CH:4]=[CH:5]/[C:6]1[CH:11]=[CH:10][C:9]([NH:12][NH2:13])=[CH:8][CH:7]=1. The yield is 0.660. (6) The reactants are CCN(C(C)C)C(C)C.[O:10]1[CH:14]=[N:13][N:12]=[C:11]1[C:15]1[CH:23]=[CH:22][C:18]([C:19]([OH:21])=O)=[CH:17][CH:16]=1.CCN=C=NCCCN(C)C.C1C=CC2N(O)N=NC=2C=1.[NH2:45][CH2:46][C:47]([N:49]1[CH2:54][CH2:53][N:52]([C:55](=[O:66])[C:56]2[CH:61]=[CH:60][CH:59]=[CH:58][C:57]=2[C:62]([F:65])([F:64])[F:63])[CH2:51][CH2:50]1)=[O:48].Cl. The catalyst is CN(C=O)C.O. The product is [O:10]1[CH:14]=[N:13][N:12]=[C:11]1[C:15]1[CH:16]=[CH:17][C:18]([C:19]([NH:45][CH2:46][C:47](=[O:48])[N:49]2[CH2:50][CH2:51][N:52]([C:55](=[O:66])[C:56]3[CH:61]=[CH:60][CH:59]=[CH:58][C:57]=3[C:62]([F:63])([F:65])[F:64])[CH2:53][CH2:54]2)=[O:21])=[CH:22][CH:23]=1. The yield is 0.330. (7) The reactants are [O:1]=[C:2]1[CH:25]=[C:24]([CH:26]2[CH2:31][CH2:30][N:29](C(OC(C)(C)C)=O)[CH2:28][CH2:27]2)[N:5]2[N:6]=[C:7]3[C:12]([C:11]([C:13]4[N:17](C5CCCCO5)[CH:16]=[N:15][CH:14]=4)=[CH:10][CH:9]=[CH:8]3)=[C:4]2[NH:3]1.[ClH:39]. The catalyst is O1CCOCC1. The product is [ClH:39].[NH:17]1[C:13]([C:11]2[C:12]3[C:7]([CH:8]=[CH:9][CH:10]=2)=[N:6][N:5]2[C:24]([CH:26]4[CH2:31][CH2:30][NH:29][CH2:28][CH2:27]4)=[CH:25][C:2](=[O:1])[NH:3][C:4]=32)=[CH:14][N:15]=[CH:16]1. The yield is 0.820.